This data is from Full USPTO retrosynthesis dataset with 1.9M reactions from patents (1976-2016). The task is: Predict the reactants needed to synthesize the given product. (1) Given the product [CH3:21][C:18]1[CH:17]=[CH:16][C:15]([C:14]2[N:13]3[C:22](=[O:25])[NH:23][N:24]=[C:12]3[C:11]([O:26][CH2:27][C@@H:28]3[CH2:32][CH2:31][NH:30][CH2:29]3)=[CH:10][C:9]=2[C:6]2[CH:5]=[CH:4][C:3]([C:1]#[N:2])=[CH:8][CH:7]=2)=[CH:20][CH:19]=1, predict the reactants needed to synthesize it. The reactants are: [C:1]([C:3]1[CH:8]=[CH:7][C:6]([C:9]2[CH:10]=[C:11]([O:26][CH2:27][C@@H:28]3[CH2:32][CH2:31][N:30](C(OC(C)(C)C)=O)[CH2:29]3)[C:12]3[N:13]([C:22](=[O:25])[NH:23][N:24]=3)[C:14]=2[C:15]2[CH:20]=[CH:19][C:18]([CH3:21])=[CH:17][CH:16]=2)=[CH:5][CH:4]=1)#[N:2].FC(F)(F)C(O)=O. (2) The reactants are: C(C(C(C([O-])=O)O)O)([O-])=O.[CH3:11][N:12]1[CH2:17][CH2:16][N:15]([C:18]([O:20][CH:21]2[N:30]([C:31]3[CH:32]=[CH:33][C:34]([Cl:37])=[CH:35][N:36]=3)[C:28](=[O:29])[C:23]3[N:24]=[CH:25][CH:26]=[N:27][C:22]2=3)=[O:19])[CH2:14][CH2:13]1. Given the product [CH3:11][N:12]1[CH2:17][CH2:16][N:15]([C:18]([O:20][C@@H:21]2[N:30]([C:31]3[CH:32]=[CH:33][C:34]([Cl:37])=[CH:35][N:36]=3)[C:28](=[O:29])[C:23]3[N:24]=[CH:25][CH:26]=[N:27][C:22]2=3)=[O:19])[CH2:14][CH2:13]1, predict the reactants needed to synthesize it. (3) Given the product [Cl:28][C:29]1[CH:30]=[C:31]([CH:39]([CH2:43][CH:44]2[CH2:48][CH2:47][CH2:46][CH2:45]2)[C:40]([NH:49][C:50]2[CH:55]=[CH:54][C:53]([Br:56])=[CH:52][N:51]=2)=[O:42])[CH:32]=[CH:33][C:34]=1[S:35]([CH3:38])(=[O:36])=[O:37], predict the reactants needed to synthesize it. The reactants are: C1(P(C2C=CC=CC=2)C2C=CC=CC=2)C=CC=CC=1.BrN1C(=O)CCC1=O.[Cl:28][C:29]1[CH:30]=[C:31]([CH:39]([CH2:43][CH:44]2[CH2:48][CH2:47][CH2:46][CH2:45]2)[C:40]([OH:42])=O)[CH:32]=[CH:33][C:34]=1[S:35]([CH3:38])(=[O:37])=[O:36].[NH2:49][C:50]1[CH:55]=[CH:54][C:53]([Br:56])=[CH:52][N:51]=1.N1C=CC=CC=1. (4) Given the product [C:28]([O:27][C:25]([NH:24][NH:23][C:21]([C:20]1[CH:19]=[CH:18][C:34]([CH3:35])=[C:33]([C:11]2[CH:12]=[CH:13][C:8]([C:6]([NH:5][CH2:4][CH:1]3[CH2:3][CH2:2]3)=[O:7])=[CH:9][CH:10]=2)[CH:32]=1)=[O:22])=[O:26])([CH3:31])([CH3:30])[CH3:29], predict the reactants needed to synthesize it. The reactants are: [CH:1]1([CH2:4][NH:5][C:6]([C:8]2[CH:13]=[CH:12][C:11](B(O)O)=[CH:10][CH:9]=2)=[O:7])[CH2:3][CH2:2]1.Br[C:18]1[CH:19]=[C:20]([CH:32]=[CH:33][C:34]=1[CH3:35])[C:21]([NH:23][NH:24][C:25]([O:27][C:28]([CH3:31])([CH3:30])[CH3:29])=[O:26])=[O:22].C(=O)(O)[O-].[Na+]. (5) Given the product [CH3:1][O:2][C:3]1[CH:4]=[CH:5][C:6]([CH2:7][N:8]2[C:12]3=[N:13][CH:14]=[CH:15][C:16]([O:17][C:18]4[CH:25]=[CH:24][C:23]([O:26][C:27]5[CH:32]=[CH:31][CH:30]=[CH:29][CH:28]=5)=[CH:22][C:19]=4[C:20]([NH2:21])=[O:41])=[C:11]3[C:10]([NH:33][C@@H:34]3[CH2:38][CH2:37][NH:36][CH2:35]3)=[N:9]2)=[CH:39][CH:40]=1, predict the reactants needed to synthesize it. The reactants are: [CH3:1][O:2][C:3]1[CH:40]=[CH:39][C:6]([CH2:7][N:8]2[C:12]3=[N:13][CH:14]=[CH:15][C:16]([O:17][C:18]4[CH:25]=[CH:24][C:23]([O:26][C:27]5[CH:32]=[CH:31][CH:30]=[CH:29][CH:28]=5)=[CH:22][C:19]=4[C:20]#[N:21])=[C:11]3[C:10]([NH:33][C@@H:34]3[CH2:38][CH2:37][NH:36][CH2:35]3)=[N:9]2)=[CH:5][CH:4]=1.[OH-:41].[Na+].